This data is from Catalyst prediction with 721,799 reactions and 888 catalyst types from USPTO. The task is: Predict which catalyst facilitates the given reaction. Reactant: [CH3:1][S:2]([C:5]1[CH:10]=[CH:9][C:8]([CH:11]([CH2:16][CH:17]2[CH2:22][CH2:21][O:20][CH2:19][CH2:18]2)[C:12](=[O:15])[CH:13]=[CH2:14])=[CH:7][CH:6]=1)(=[O:4])=[O:3].[CH3:23][O:24][CH2:25][CH:26]([C:34]1[CH:35]=[CH:36][C:37]([CH:40]=[O:41])=[N:38][CH:39]=1)[O:27][CH:28]1[CH2:33][CH2:32][CH2:31][CH2:30][O:29]1.C(N(CC)CC)C.O1CCCC1. Product: [CH3:23][O:24][CH2:25][CH:26]([C:34]1[CH:35]=[CH:36][C:37]([C:40](=[O:41])[CH2:14][CH2:13][C:12](=[O:15])[CH:11]([C:8]2[CH:7]=[CH:6][C:5]([S:2]([CH3:1])(=[O:4])=[O:3])=[CH:10][CH:9]=2)[CH2:16][CH:17]2[CH2:22][CH2:21][O:20][CH2:19][CH2:18]2)=[N:38][CH:39]=1)[O:27][CH:28]1[CH2:33][CH2:32][CH2:31][CH2:30][O:29]1. The catalyst class is: 433.